Dataset: Peptide-MHC class II binding affinity with 134,281 pairs from IEDB. Task: Regression. Given a peptide amino acid sequence and an MHC pseudo amino acid sequence, predict their binding affinity value. This is MHC class II binding data. (1) The binding affinity (normalized) is 0.556. The MHC is DRB1_1101 with pseudo-sequence DRB1_1101. The peptide sequence is ATEVVRRLTATAHRG. (2) The peptide sequence is TVAAAPQVKYAVFEA. The MHC is HLA-DPA10201-DPB10101 with pseudo-sequence HLA-DPA10201-DPB10101. The binding affinity (normalized) is 0.394. (3) The peptide sequence is GCAINFGKRELKCGD. The MHC is DRB3_0301 with pseudo-sequence DRB3_0301. The binding affinity (normalized) is 0.352. (4) The peptide sequence is MATRFMTDPHAMRDM. The MHC is HLA-DQA10102-DQB10602 with pseudo-sequence HLA-DQA10102-DQB10602. The binding affinity (normalized) is 0.0108.